This data is from Catalyst prediction with 721,799 reactions and 888 catalyst types from USPTO. The task is: Predict which catalyst facilitates the given reaction. (1) Reactant: [CH3:1][O:2][C:3]1[CH:4]=[C:5]2[C:9](=[CH:10][CH:11]=1)[NH:8][CH:7]=[CH:6]2.[C:12]1(=[O:18])[NH:16][C:15](=[O:17])[CH:14]=[CH:13]1. Product: [CH3:1][O:2][C:3]1[CH:4]=[C:5]2[C:9](=[CH:10][CH:11]=1)[NH:8][CH:7]=[C:6]2[CH:14]1[CH2:13][C:12](=[O:18])[NH:16][C:15]1=[O:17]. The catalyst class is: 15. (2) Reactant: C([O:5][C:6](=[O:19])[CH2:7][CH2:8][NH:9][S:10]([C:13]1[S:14][C:15]([Cl:18])=[CH:16][CH:17]=1)(=[O:12])=[O:11])CCC. Product: [Cl:18][C:15]1[S:14][C:13]([S:10]([NH:9][CH2:8][CH2:7][C:6]([OH:19])=[O:5])(=[O:11])=[O:12])=[CH:17][CH:16]=1. The catalyst class is: 2. (3) Reactant: [CH2:1]([O:8][C@H:9]1[C@H:14]([O:15][CH2:16][C:17]2[CH:22]=[CH:21][CH:20]=[CH:19][CH:18]=2)[C@@H:13]([O:23][CH2:24][C:25]2[CH:30]=[CH:29][CH:28]=[CH:27][CH:26]=2)[C@H:12]([C:31]2[S:32][C:33]([Cl:38])=[C:34]([CH2:36]Br)[CH:35]=2)[O:11][C@@H:10]1[CH2:39][O:40][CH2:41][C:42]1[CH:47]=[CH:46][CH:45]=[CH:44][CH:43]=1)[C:2]1[CH:7]=[CH:6][CH:5]=[CH:4][CH:3]=1.[CH3:48][C:49]1[CH:54]=[CH:53][C:52](B(O)O)=[CH:51][CH:50]=1.C([O-])([O-])=O.[Cs+].[Cs+]. Product: [CH2:1]([O:8][C@H:9]1[C@H:14]([O:15][CH2:16][C:17]2[CH:22]=[CH:21][CH:20]=[CH:19][CH:18]=2)[C@@H:13]([O:23][CH2:24][C:25]2[CH:30]=[CH:29][CH:28]=[CH:27][CH:26]=2)[C@H:12]([C:31]2[S:32][C:33]([Cl:38])=[C:34]([CH2:36][C:52]3[CH:53]=[CH:54][C:49]([CH3:48])=[CH:50][CH:51]=3)[CH:35]=2)[O:11][C@@H:10]1[CH2:39][O:40][CH2:41][C:42]1[CH:47]=[CH:46][CH:45]=[CH:44][CH:43]=1)[C:2]1[CH:7]=[CH:6][CH:5]=[CH:4][CH:3]=1. The catalyst class is: 780. (4) Reactant: [F:1][C:2]1[CH:10]=[CH:9][CH:8]=[C:7]2[C:3]=1[C:4]([CH3:13])([CH3:12])[C:5](=[O:11])[NH:6]2.C(O)(=O)C.[Br:18]Br.S([O-])([O-])(=O)=S.[Na+].[Na+]. Product: [Br:18][C:10]1[C:2]([F:1])=[C:3]2[C:7](=[CH:8][CH:9]=1)[NH:6][C:5](=[O:11])[C:4]2([CH3:13])[CH3:12]. The catalyst class is: 4. (5) Reactant: Cl[CH2:2][CH2:3][CH2:4][S:5]([NH:8][C:9]1[CH:18]=[CH:17][C:12]([C:13]([O:15][CH3:16])=[O:14])=[CH:11][C:10]=1[CH3:19])(=[O:7])=[O:6].[K].CC(C)([O-])C.O. Product: [O:6]=[S:5]1(=[O:7])[CH2:4][CH2:3][CH2:2][N:8]1[C:9]1[CH:18]=[CH:17][C:12]([C:13]([O:15][CH3:16])=[O:14])=[CH:11][C:10]=1[CH3:19]. The catalyst class is: 3.